From a dataset of Forward reaction prediction with 1.9M reactions from USPTO patents (1976-2016). Predict the product of the given reaction. (1) Given the reactants [Cl-].[CH3:2][O:3][CH2:4][P+](C1C=CC=CC=1)(C1C=CC=CC=1)C1C=CC=CC=1.[Li]CCCC.[F:29][CH:30]([F:40])[O:31][C:32]1[CH:39]=[CH:38][C:35]([CH:36]=O)=[CH:34][CH:33]=1.O, predict the reaction product. The product is: [F:29][CH:30]([F:40])[O:31][C:32]1[CH:39]=[CH:38][C:35]([CH:36]=[CH:2][O:3][CH3:4])=[CH:34][CH:33]=1. (2) Given the reactants CS([Cl:5])(=O)=O.O[CH2:7][CH2:8][C:9]1[N:10]=[N+:11]([O-:19])[C:12]2[CH:18]=[CH:17][CH:16]=[CH:15][C:13]=2[N:14]=1.CCN(CC)CC.[NH:27]1[CH2:32][CH2:31][O:30][CH2:29][CH2:28]1, predict the reaction product. The product is: [ClH:5].[N:27]1([CH2:7][CH2:8][C:9]2[N:10]=[N+:11]([O-:19])[C:12]3[CH:18]=[CH:17][CH:16]=[CH:15][C:13]=3[N:14]=2)[CH2:32][CH2:31][O:30][CH2:29][CH2:28]1. (3) Given the reactants Cl[C:2]1[N:7]=[CH:6][C:5]([C:8]2[CH:13]=[CH:12][N:11]=[C:10]([NH:14][C:15]3[CH:20]=[CH:19][C:18]([N:21]4[CH2:26][CH2:25][N:24]([CH3:27])[CH2:23][CH2:22]4)=[CH:17][CH:16]=3)[N:9]=2)=[CH:4][CH:3]=1, predict the reaction product. The product is: [CH3:27][N:24]1[CH2:25][CH2:26][N:21]([C:18]2[CH:19]=[CH:20][C:15]([NH:14][C:10]3[N:9]=[C:8]([C:5]4[CH:4]=[CH:3][C:2]([NH:21][CH2:22][CH2:23][NH2:24])=[N:7][CH:6]=4)[CH:13]=[CH:12][N:11]=3)=[CH:16][CH:17]=2)[CH2:22][CH2:23]1.